This data is from Full USPTO retrosynthesis dataset with 1.9M reactions from patents (1976-2016). The task is: Predict the reactants needed to synthesize the given product. (1) Given the product [NH3:7].[ClH:1].[Cl:1][C:2]1[CH:3]=[C:4]([CH:14]=[C:15]([O:17][CH2:26][CH:25]([NH:24][C:21]2[CH:20]=[CH:19][N:18]=[CH:23][CH:22]=2)[CH2:28][CH3:29])[CH:16]=1)[C:5]([N:7]([CH:8]([CH3:9])[CH3:10])[CH:11]([CH3:12])[CH3:13])=[O:6], predict the reactants needed to synthesize it. The reactants are: [Cl:1][C:2]1[CH:3]=[C:4]([CH:14]=[C:15]([OH:17])[CH:16]=1)[C:5]([N:7]([CH:11]([CH3:13])[CH3:12])[CH:8]([CH3:10])[CH3:9])=[O:6].[N:18]1[CH:23]=[CH:22][C:21]([NH:24][CH:25]([CH2:28][CH3:29])[CH2:26]O)=[CH:20][CH:19]=1.C1(P(C2C=CC=CC=2)C2C=CC=CC=2)C=CC=CC=1.N(C(OC(C)C)=O)=NC(OC(C)C)=O. (2) Given the product [Cl:49][C:50]1[CH:55]=[C:54]([Cl:56])[CH:53]=[CH:52][C:51]=1[CH2:57][NH:58][C:13]([CH:11]1[CH2:12][N:8]([C:6]2[CH:5]=[CH:4][N:3]=[C:2]([F:1])[CH:7]=2)[C:9](=[O:17])[N:10]1[CH3:16])=[O:15], predict the reactants needed to synthesize it. The reactants are: [F:1][C:2]1[CH:7]=[C:6]([N:8]2[CH2:12][CH:11]([C:13]([OH:15])=O)[N:10]([CH3:16])[C:9]2=[O:17])[CH:5]=[CH:4][N:3]=1.C(N1CCOCC1)C.O.ON1C2C=CC=CC=2N=N1.Cl.C(N=C=NCCCN(C)C)C.[Cl:49][C:50]1[CH:55]=[C:54]([Cl:56])[CH:53]=[CH:52][C:51]=1[CH2:57][NH2:58]. (3) Given the product [CH2:51]([O:58][CH2:59][C@H:60]([C@H:61]1[O:65][C:64](=[O:66])[C@H:63]([CH3:67])[CH2:62]1)[OH:34])[C:52]1[CH:57]=[CH:56][CH:55]=[CH:54][CH:53]=1, predict the reactants needed to synthesize it. The reactants are: B([O-])([O-])[O-].B([O-])([O-])[O-].B([O-])([O-])[O-].B([O-])([O-])[O-].[Na+].[Na+].[Na+].[Na+].[Na+].[Na+].[Na+].[Na+].[Na+].[Na+].[Na+].[Na+].C(N(CC(O)=O)CC(O)=O)CN(CC([O-])=O)CC([O-])=[O:34].[Na+].[Na+].[CH2:51]([O:58][CH2:59]/[CH:60]=[CH:61]/[CH2:62][C@@H:63]([CH3:67])[C:64]([OH:66])=[O:65])[C:52]1[CH:57]=[CH:56][CH:55]=[CH:54][CH:53]=1.COCOC.C(=O)([O-])[O-].[K+].[K+]. (4) Given the product [C:1]([O:4][CH:5]([C:30]1[S:31][CH:32]=[C:33]([C:35]([NH:37][CH:38]([CH2:45][C:46]2[CH:51]=[CH:50][CH:49]=[CH:48][CH:47]=2)[CH2:39][CH:40]([CH3:44])[C:41]([OH:43])=[O:42])=[O:36])[N:34]=1)[CH2:6][CH:7]([N:11]([C:20](=[O:29])[CH:21]([NH:26][C:60](=[O:59])[CH2:61][N:62]([CH3:64])[CH3:63])[CH:22]([CH3:25])[CH2:23][CH3:24])[CH2:12][O:13][C:14](=[O:19])[CH2:15][CH:16]([CH3:18])[CH3:17])[CH:8]([CH3:10])[CH3:9])(=[O:3])[CH3:2], predict the reactants needed to synthesize it. The reactants are: [C:1]([O:4][CH:5]([C:30]1[S:31][CH:32]=[C:33]([C:35]([NH:37][CH:38]([CH2:45][C:46]2[CH:51]=[CH:50][CH:49]=[CH:48][CH:47]=2)[CH2:39][CH:40]([CH3:44])[C:41]([OH:43])=[O:42])=[O:36])[N:34]=1)[CH2:6][CH:7]([N:11]([C:20](=[O:29])[CH:21]([N:26]=[N+]=[N-])[CH:22]([CH3:25])[CH2:23][CH3:24])[CH2:12][O:13][C:14](=[O:19])[CH2:15][CH:16]([CH3:18])[CH3:17])[CH:8]([CH3:10])[CH3:9])(=[O:3])[CH3:2].FC1C([O:59][C:60](=O)[CH2:61][N:62]([CH3:64])[CH3:63])=C(F)C(F)=C(F)C=1F. (5) Given the product [C:12]([NH:11][C:8]1[CH:9]=[CH:10][C:5]([CH2:4][NH:3][O:2][CH3:1])=[CH:6][CH:7]=1)(=[O:14])[CH3:13], predict the reactants needed to synthesize it. The reactants are: [CH3:1][O:2][N:3]=[CH:4][C:5]1[CH:10]=[CH:9][C:8]([NH:11][C:12](=[O:14])[CH3:13])=[CH:7][CH:6]=1.C([BH3-])#N.[Na+]. (6) Given the product [CH3:36][O:37][C:31]1[CH:30]=[C:27]([N:28]([CH3:29])[C:2]2[C:14]3[C:13]4[C:8](=[CH:9][CH:10]=[CH:11][CH:12]=4)[NH:7][C:6]=3[N:5]=[C:4]([NH:15][C:16](=[O:21])[C:17]([CH3:20])([CH3:19])[CH3:18])[N:3]=2)[CH:26]=[CH:25][CH:24]=1, predict the reactants needed to synthesize it. The reactants are: Cl[C:2]1[C:14]2[C:13]3[C:8](=[CH:9][CH:10]=[CH:11][CH:12]=3)[NH:7][C:6]=2[N:5]=[C:4]([NH:15][C:16](=[O:21])[C:17]([CH3:20])([CH3:19])[CH3:18])[N:3]=1.CO[C:24]1[CH:31]=[CH:30][C:27]([NH:28][CH3:29])=[CH:26][CH:25]=1.C(Cl)(Cl)Cl.[CH3:36][OH:37]. (7) The reactants are: [CH:1]1([C:4]2[C:5]([N:30]3[CH2:35][CH2:34][N:33](C(OC(C)(C)C)=O)[CH2:32][CH2:31]3)=[C:6]3[C:12](/[CH:13]=[CH:14]/[C:15]4[CH:16]=[N:17][CH:18]=[CH:19][CH:20]=4)=[N:11][N:10](CC4C=CC(OC)=CC=4)[C:7]3=[N:8][CH:9]=2)[CH2:3][CH2:2]1.C(O)(C(F)(F)F)=O.C(Cl)[Cl:51]. Given the product [ClH:51].[CH:1]1([C:4]2[C:5]([N:30]3[CH2:35][CH2:34][NH:33][CH2:32][CH2:31]3)=[C:6]3[C:12](/[CH:13]=[CH:14]/[C:15]4[CH:16]=[N:17][CH:18]=[CH:19][CH:20]=4)=[N:11][NH:10][C:7]3=[N:8][CH:9]=2)[CH2:3][CH2:2]1, predict the reactants needed to synthesize it.